Dataset: Catalyst prediction with 721,799 reactions and 888 catalyst types from USPTO. Task: Predict which catalyst facilitates the given reaction. (1) Reactant: CCN(C(C)C)C(C)C.[Br:10][C:11]1[CH:19]=[CH:18][C:17]([F:20])=[CH:16][C:12]=1[C:13]([OH:15])=O.C1C=CC2N(O)N=NC=2C=1.CCN=C=NCCCN(C)C.Cl.[O:43]=[C:44]([N:61]1[CH2:66][CH2:65][NH:64][CH2:63][CH2:62]1)[CH2:45][NH:46][C:47]([C:49]1[CH:54]=[CH:53][C:52]([C:55]2[CH:60]=[CH:59][CH:58]=[CH:57][CH:56]=2)=[CH:51][CH:50]=1)=[O:48]. Product: [Br:10][C:11]1[CH:19]=[CH:18][C:17]([F:20])=[CH:16][C:12]=1[C:13]([N:64]1[CH2:63][CH2:62][N:61]([C:44](=[O:43])[CH2:45][NH:46][C:47]([C:49]2[CH:54]=[CH:53][C:52]([C:55]3[CH:60]=[CH:59][CH:58]=[CH:57][CH:56]=3)=[CH:51][CH:50]=2)=[O:48])[CH2:66][CH2:65]1)=[O:15]. The catalyst class is: 18. (2) Reactant: [F:1][C:2]1[CH:8]=[CH:7][C:5]([NH2:6])=[CH:4][CH:3]=1.[CH2:9]([O:11][CH:12](O)[C:13]([F:16])([F:15])[F:14])[CH3:10].O.C1(C)C=CC(S(O)(=O)=O)=CC=1.FF. Product: [CH2:9]([O:11][CH:12]([NH:6][C:5]1[CH:7]=[CH:8][C:2]([F:1])=[CH:3][CH:4]=1)[C:13]([F:16])([F:15])[F:14])[CH3:10]. The catalyst class is: 8. (3) Reactant: C[O:2][C:3]1[CH:4]=[C:5]([C:9]2[CH:10]=[CH:11][CH:12]=[C:13]3[C:18]=2[N:17]=[CH:16][CH:15]=[CH:14]3)[CH:6]=[CH:7][CH:8]=1.B(Br)(Br)Br.O. Product: [N:17]1[C:18]2[C:13](=[CH:12][CH:11]=[CH:10][C:9]=2[C:5]2[CH:4]=[C:3]([OH:2])[CH:8]=[CH:7][CH:6]=2)[CH:14]=[CH:15][CH:16]=1. The catalyst class is: 2. (4) Reactant: [CH2:1]([O:3][C:4]([C:6]1[CH:7]=[C:8]2[N:13]([CH:14]=1)[CH:12]=[CH:11][C:10]([C:15](C)(C)[O:16][SiH2]C(C)(C)C)=[CH:9]2)=[O:5])[CH3:2].[F-].C([N+](CCCC)(CCCC)CCCC)CCC. Product: [CH2:1]([O:3][C:4]([C:6]1[CH:7]=[C:8]2[N:13]([CH:14]=1)[CH:12]=[CH:11][C:10]([CH2:15][OH:16])=[CH:9]2)=[O:5])[CH3:2]. The catalyst class is: 49. (5) Reactant: [CH2:1]([C:8]1([N:15]([CH3:17])[CH3:16])[CH2:13][CH2:12][CH:11]([OH:14])[CH2:10][CH2:9]1)[C:2]1[CH:7]=[CH:6][CH:5]=[CH:4][CH:3]=1.CC(C)([O-])C.[K+].[F:24][C:25]1[CH:32]=[CH:31][C:28]([CH2:29]Cl)=[CH:27][CH:26]=1. Product: [CH2:1]([C:8]1([N:15]([CH3:16])[CH3:17])[CH2:13][CH2:12][CH:11]([O:14][CH2:29][C:28]2[CH:31]=[CH:32][C:25]([F:24])=[CH:26][CH:27]=2)[CH2:10][CH2:9]1)[C:2]1[CH:7]=[CH:6][CH:5]=[CH:4][CH:3]=1. The catalyst class is: 9. (6) Reactant: [Br:1][C:2]1[CH:7]=[CH:6][C:5]([C:8](=[O:11])[CH2:9][CH3:10])=[CH:4][CH:3]=1.C(O)(=O)C.[Br:16]Br. Product: [Br:16][CH:9]([CH3:10])[C:8]([C:5]1[CH:4]=[CH:3][C:2]([Br:1])=[CH:7][CH:6]=1)=[O:11]. The catalyst class is: 6.